Dataset: Forward reaction prediction with 1.9M reactions from USPTO patents (1976-2016). Task: Predict the product of the given reaction. (1) The product is: [N:1]1([C:7]2[CH:16]=[C:15]3[C:10]([CH2:11][CH2:12][CH2:13][C:14]3=[N:20][OH:19])=[CH:9][CH:8]=2)[CH2:6][CH2:5][O:4][CH2:3][CH2:2]1. Given the reactants [N:1]1([C:7]2[CH:16]=[C:15]3[C:10]([CH2:11][CH2:12][CH2:13][C:14]3=O)=[CH:9][CH:8]=2)[CH2:6][CH2:5][O:4][CH2:3][CH2:2]1.[Cl-].[OH:19][NH3+:20].C([O-])(=O)C.[Na+].O, predict the reaction product. (2) The product is: [CH3:28][O:29][N:30]=[C:25]([C:23]1[CH:22]=[CH:21][C:20]2[N:16]([C:12]3[CH:13]=[CH:14][CH:15]=[C:10]([CH2:9][O:8][CH2:7][C:6]4[N:2]([CH3:1])[N:3]=[CH:4][N:5]=4)[CH:11]=3)[CH:17]=[N:18][C:19]=2[CH:24]=1)[CH3:26]. Given the reactants [CH3:1][N:2]1[C:6]([CH2:7][O:8][CH2:9][C:10]2[CH:11]=[C:12]([N:16]3[C:20]4[CH:21]=[CH:22][C:23]([C:25](=O)[CH3:26])=[CH:24][C:19]=4[N:18]=[CH:17]3)[CH:13]=[CH:14][CH:15]=2)=[N:5][CH:4]=[N:3]1.[CH3:28][O:29][NH2:30], predict the reaction product.